This data is from Full USPTO retrosynthesis dataset with 1.9M reactions from patents (1976-2016). The task is: Predict the reactants needed to synthesize the given product. (1) Given the product [NH2:17][CH:18]([C:23]1[CH:28]=[CH:27][C:26]([O:29][CH2:30][CH2:31][CH3:32])=[C:25]([O:33][CH3:34])[CH:24]=1)[CH2:19][C:20]([O:22][CH3:2])=[O:21], predict the reactants needed to synthesize it. The reactants are: N[CH:2](C1C=CC(OC)=C(OC)C=1)CC(O)=O.[NH2:17][CH:18]([C:23]1[CH:28]=[CH:27][C:26]([O:29][CH2:30][CH2:31][CH3:32])=[C:25]([O:33][CH3:34])[CH:24]=1)[CH2:19][C:20]([OH:22])=[O:21]. (2) Given the product [CH:1]([O:4][C:5]1[CH:34]=[CH:33][C:8]([O:9][C:10]2[S:11][C:12]([C:15]3[N:19]=[C:18]([CH:20]([NH2:22])[CH3:21])[O:17][N:16]=3)=[CH:13][N:14]=2)=[CH:7][CH:6]=1)([CH3:2])[CH3:3], predict the reactants needed to synthesize it. The reactants are: [CH:1]([O:4][C:5]1[CH:34]=[CH:33][C:8]([O:9][C:10]2[S:11][C:12]([C:15]3[N:19]=[C:18]([CH:20]([N:22]4C(=O)C5C(=CC=CC=5)C4=O)[CH3:21])[O:17][N:16]=3)=[CH:13][N:14]=2)=[CH:7][CH:6]=1)([CH3:3])[CH3:2].ClCCl.O.NN. (3) The reactants are: [F:1][C:2]1[CH:11]=[C:10]2[C:5]([CH:6]=[CH:7][C:8](=[O:15])[N:9]2[CH2:12][CH:13]=C)=[N:4][CH:3]=1.O.I([O-])(=O)(=O)=[O:18].[Na+]. Given the product [F:1][C:2]1[CH:11]=[C:10]2[C:5]([CH:6]=[CH:7][C:8](=[O:15])[N:9]2[CH2:12][CH:13]=[O:18])=[N:4][CH:3]=1, predict the reactants needed to synthesize it. (4) Given the product [C:1]1([C:27]2[CH:32]=[CH:31][CH:30]=[CH:29][CH:28]=2)[CH:6]=[CH:5][C:4]([NH:7][C:8](=[O:26])[C:9]2[CH:14]=[CH:13][C:12]([C:15]([F:18])([F:17])[F:16])=[C:11]([NH:19][C:20](=[O:25])[C:21]([CH3:23])([N:40]3[CH2:45][CH2:44][O:43][CH2:42][CH2:41]3)[CH3:22])[CH:10]=2)=[CH:3][CH:2]=1, predict the reactants needed to synthesize it. The reactants are: [C:1]1([C:27]2[CH:32]=[CH:31][CH:30]=[CH:29][CH:28]=2)[CH:6]=[CH:5][C:4]([NH:7][C:8](=[O:26])[C:9]2[CH:14]=[CH:13][C:12]([C:15]([F:18])([F:17])[F:16])=[C:11]([NH:19][C:20](=[O:25])[C:21](Br)([CH3:23])[CH3:22])[CH:10]=2)=[CH:3][CH:2]=1.C(N(CC)CC)C.[NH:40]1[CH2:45][CH2:44][O:43][CH2:42][CH2:41]1. (5) Given the product [CH3:24][O:25][C:26]1[S:27][C:28]2[CH:34]=[CH:33][CH:32]=[C:31]([CH:35]=[N:23][NH:22][C:9]3[CH:8]=[C:7]([N:1]4[CH2:6][CH2:5][O:4][CH2:3][CH2:2]4)[N:12]4[N:13]=[C:14]([C:16]5[CH:21]=[CH:20][CH:19]=[CH:18][CH:17]=5)[CH:15]=[C:11]4[N:10]=3)[C:29]=2[N:30]=1, predict the reactants needed to synthesize it. The reactants are: [N:1]1([C:7]2[N:12]3[N:13]=[C:14]([C:16]4[CH:21]=[CH:20][CH:19]=[CH:18][CH:17]=4)[CH:15]=[C:11]3[N:10]=[C:9]([NH:22][NH2:23])[CH:8]=2)[CH2:6][CH2:5][O:4][CH2:3][CH2:2]1.[CH3:24][O:25][C:26]1[S:27][C:28]2[C:29](=[C:31]([CH:35]=O)[CH:32]=[CH:33][CH:34]=2)[N:30]=1. (6) Given the product [NH2:1][C:2]1[CH:3]=[C:4]([CH:17]2[CH2:19][CH2:18]2)[C:5]([N:8]2[CH2:13][CH2:12][CH:11]([O:14][CH3:15])[CH2:10][CH2:9]2)=[N:6][CH:7]=1, predict the reactants needed to synthesize it. The reactants are: [NH2:1][C:2]1[CH:3]=[C:4](Cl)[C:5]([N:8]2[CH2:13][CH2:12][CH:11]([O:14][CH3:15])[CH2:10][CH2:9]2)=[N:6][CH:7]=1.[CH:17]1(B(O)O)[CH2:19][CH2:18]1.P([O-])([O-])([O-])=O.[K+].[K+].[K+].C1(C)C=CC=CC=1. (7) Given the product [O:33]=[C:31]1[NH:30][C:29]2[CH:34]=[CH:35][C:26]([C:24]([C:20]3[N:21]=[CH:22][N:23]=[C:18]([N:1]4[CH2:2][CH2:3][CH:4]([N:7]5[C:15]6[C:10](=[N:11][CH:12]=[CH:13][CH:14]=6)[NH:9][C:8]5=[O:16])[CH2:5][CH2:6]4)[CH:19]=3)=[O:25])=[CH:27][C:28]=2[O:32]1, predict the reactants needed to synthesize it. The reactants are: [NH:1]1[CH2:6][CH2:5][CH:4]([N:7]2[C:15]3[C:10](=[N:11][CH:12]=[CH:13][CH:14]=3)[NH:9][C:8]2=[O:16])[CH2:3][CH2:2]1.Cl[C:18]1[N:23]=[CH:22][N:21]=[C:20]([C:24]([C:26]2[CH:35]=[CH:34][C:29]3[NH:30][C:31](=[O:33])[O:32][C:28]=3[CH:27]=2)=[O:25])[CH:19]=1.CCN(C(C)C)C(C)C.